Predict the product of the given reaction. From a dataset of Forward reaction prediction with 1.9M reactions from USPTO patents (1976-2016). (1) Given the reactants [F:1][C:2]1[CH:9]=[C:8]([F:10])[CH:7]=[CH:6][C:3]=1[CH:4]=O.[C:11]([O:15]C(=O)CC)(=[O:14])[CH2:12][CH3:13].C([O-])(=O)CC.[Na+].[OH-].[K+], predict the reaction product. The product is: [F:1][C:2]1[CH:9]=[C:8]([F:10])[CH:7]=[CH:6][C:3]=1[CH:4]=[C:12]([CH3:13])[C:11]([OH:15])=[O:14]. (2) Given the reactants [N+:1]([C:4]1[CH:9]=[CH:8][C:7]([O:10][CH2:11][C:12]([F:18])([F:17])[C:13]([F:16])([F:15])[F:14])=[CH:6][CH:5]=1)([O-])=O, predict the reaction product. The product is: [F:17][C:12]([F:18])([C:13]([F:14])([F:15])[F:16])[CH2:11][O:10][C:7]1[CH:6]=[CH:5][C:4]([NH2:1])=[CH:9][CH:8]=1. (3) Given the reactants [F:1][C:2]1[CH:8]=[CH:7][C:5]([NH2:6])=[CH:4][CH:3]=1.[CH:9](=O)[CH:10]([CH3:12])[CH3:11].C(O[BH-](OC(=O)C)OC(=O)C)(=O)C.[Na+], predict the reaction product. The product is: [F:1][C:2]1[CH:8]=[CH:7][C:5]([NH:6][CH2:9][CH:10]([CH3:12])[CH3:11])=[CH:4][CH:3]=1. (4) Given the reactants [OH-].[Li+].[CH3:3][N:4]([CH3:28])[C:5]([CH2:7][C:8]1[N:12]2[CH:13]=[C:14]([C:17]([O:19]C)=[O:18])[CH:15]=[CH:16][C:11]2=[N:10][C:9]=1[C:21]1[CH:26]=[CH:25][C:24]([CH3:27])=[CH:23][CH:22]=1)=[O:6], predict the reaction product. The product is: [CH3:28][N:4]([CH3:3])[C:5]([CH2:7][C:8]1[N:12]2[CH:13]=[C:14]([C:17]([OH:19])=[O:18])[CH:15]=[CH:16][C:11]2=[N:10][C:9]=1[C:21]1[CH:22]=[CH:23][C:24]([CH3:27])=[CH:25][CH:26]=1)=[O:6]. (5) Given the reactants F[C:2]([F:7])(F)[C:3]([O-])=O.[C:8]([C:11]1[C:12]([NH:25][C:26]2[CH:31]=CC=[CH:28][CH:27]=2)=[N:13][N:14]([C:16]2([CH2:22][C:23]#N)[CH2:21][CH2:20][NH2+:19]CC2)[CH:15]=1)(=[O:10])[NH2:9].Cl[C:33]1[C:38]([CH3:39])=[C:37]([Cl:40])[N:36]=[CH:35][N:34]=1.[CH3:41][CH2:42][N:43](C(C)C)[CH:44](C)C, predict the reaction product. The product is: [Cl:40][C:37]1[N:36]=[CH:35][N:34]=[C:33]([N:43]2[CH2:44][CH2:23][CH:22]([C@@H:16]([N:14]3[CH:15]=[C:11]([C:8]([NH2:9])=[O:10])[C:12]([NH:25][C:26]4[CH:27]=[CH:28][C:2]([F:7])=[CH:3][CH:31]=4)=[N:13]3)[CH2:21][C:20]#[N:19])[CH2:41][CH2:42]2)[C:38]=1[CH3:39]. (6) Given the reactants [N:1]([CH2:4][CH:5]1[C:13]2[C:8](=[CH:9][CH:10]=[CH:11][CH:12]=2)[C:7](=[C:14]2[C:22]3[C:17](=[CH:18][CH:19]=[CH:20][CH:21]=3)[NH:16][C:15]2=[O:23])[O:6]1)=[C:2]=[O:3].[NH2:24][CH2:25][CH2:26][N:27]1[CH2:32][CH2:31][O:30][CH2:29][CH2:28]1, predict the reaction product. The product is: [N:27]1([CH2:26][CH2:25][NH:24][C:2]([NH:1][CH2:4][CH:5]2[C:13]3[C:8](=[CH:9][CH:10]=[CH:11][CH:12]=3)[C:7](=[C:14]3[C:22]4[C:17](=[CH:18][CH:19]=[CH:20][CH:21]=4)[NH:16][C:15]3=[O:23])[O:6]2)=[O:3])[CH2:32][CH2:31][O:30][CH2:29][CH2:28]1. (7) Given the reactants [CH3:1][CH:2]([OH:9])[CH2:3][CH2:4][CH2:5][CH2:6][CH2:7][CH3:8].C(OC(C1C=C2C(=O)N(O)C(=O)C2=CC=1)=O)CCCCCCCCCCC.O=O, predict the reaction product. The product is: [CH3:1][C:2](=[O:9])[CH2:3][CH2:4][CH2:5][CH2:6][CH2:7][CH3:8]. (8) The product is: [C:1]([N:4]1[CH2:5][CH2:6][CH:7]([O:10][C:11]2[CH:16]=[C:15]([CH3:17])[C:14]([C:18]3[CH:23]=[CH:22][CH:21]=[C:20]([CH2:24][O:25][C:26]4[CH:39]=[CH:38][C:29]5[C@H:30]([CH2:33][C:34]([OH:36])=[O:35])[CH2:31][O:32][C:28]=5[CH:27]=4)[CH:19]=3)=[C:13]([CH3:40])[CH:12]=2)[CH2:8][CH2:9]1)(=[O:3])[CH3:2]. Given the reactants [C:1]([N:4]1[CH2:9][CH2:8][CH:7]([O:10][C:11]2[CH:16]=[C:15]([CH3:17])[C:14]([C:18]3[CH:23]=[CH:22][CH:21]=[C:20]([CH2:24][O:25][C:26]4[CH:39]=[CH:38][C:29]5[C@H:30]([CH2:33][C:34]([O:36]C)=[O:35])[CH2:31][O:32][C:28]=5[CH:27]=4)[CH:19]=3)=[C:13]([CH3:40])[CH:12]=2)[CH2:6][CH2:5]1)(=[O:3])[CH3:2].[OH-].[Li+], predict the reaction product. (9) Given the reactants [C:1]([CH2:3][CH2:4][CH2:5][CH2:6][C:7]#[C:8][C:9]1[N:10]=[C:11]([NH2:27])[C:12]2[N:13]=[CH:14][N:15]([C:25]=2[N:26]=1)[C@@H:16]1[O:24][C@H:21]([CH2:22][OH:23])[C@@H:19]([OH:20])[C@H:17]1[OH:18])#[N:2].P(Cl)(Cl)(Cl)=O.[OH-].[Na+].[P:35](O[CH2:44][CH3:45])([O:40]CC)([O:37][CH2:38]C)=[O:36], predict the reaction product. The product is: [P:35]([O:23][CH2:22][C@H:21]1[O:24][C@@H:16]([N:15]2[C:25]3[N:26]=[C:9]([C:8]#[C:7][CH2:6][CH2:5][CH2:4][CH2:3][C:1]#[N:2])[N:10]=[C:11]([NH2:27])[C:12]=3[N:13]=[CH:14]2)[C@H:17]([OH:18])[C@@H:19]1[OH:20])([O-:40])([O-:37])=[O:36].[CH2:9]([NH+:10]([CH2:44][CH3:45])[CH2:11][CH3:12])[CH3:8].[CH2:16]([NH+:15]([CH2:25][CH3:12])[CH2:14][CH3:38])[CH3:17]. (10) Given the reactants [Cl:1][C:2]1[CH:9]=[CH:8][C:5]([CH:6]=O)=[CH:4][CH:3]=1.[CH3:10][C:11]1([CH3:19])[O:18][C:16](=[O:17])[CH2:15][C:13](=[O:14])[O:12]1.N1CCCC1C(O)=O.[F:28][C:29]1[CH:30]=[C:31]2[C:35](=[C:36]([CH2:38][S:39][CH3:40])[CH:37]=1)[NH:34][CH:33]=[CH:32]2, predict the reaction product. The product is: [Cl:1][C:2]1[CH:9]=[CH:8][C:5]([CH:6]([C:32]2[C:31]3[C:35](=[C:36]([CH2:38][S:39][CH3:40])[CH:37]=[C:29]([F:28])[CH:30]=3)[NH:34][CH:33]=2)[CH:15]2[C:16](=[O:17])[O:18][C:11]([CH3:19])([CH3:10])[O:12][C:13]2=[O:14])=[CH:4][CH:3]=1.